From a dataset of Reaction yield outcomes from USPTO patents with 853,638 reactions. Predict the reaction yield, written as a fraction of the theoretical maximum amount of product (1.0 means a 100% yield; for example, 0.34 means a 34% yield). (1) The reactants are [CH2:1]([NH:6][C:7]([C:9]1[CH:14]=[CH:13][C:12]([NH:15]C(=O)[O-])=[CH:11][CH:10]=1)=[O:8])[CH2:2][CH2:3][CH2:4][CH3:5]. The catalyst is C(Cl)Cl.C(O)(C(F)(F)F)=O. The product is [NH2:15][C:12]1[CH:11]=[CH:10][C:9]([C:7]([NH:6][CH2:1][CH2:2][CH2:3][CH2:4][CH3:5])=[O:8])=[CH:14][CH:13]=1. The yield is 0.850. (2) The reactants are [Cl-].[Cl:2][C:3]1[CH:28]=[CH:27][CH:26]=[CH:25][C:4]=1[CH2:5][P+](C1C=CC=CC=1)(C1C=CC=CC=1)C1C=CC=CC=1.C([N-]C(C)C)(C)C.[Li+].[CH3:37][O:38][CH2:39][CH2:40][CH2:41][N:42]1[CH:46]=[CH:45][CH:44]=[C:43]1[CH:47]=O. The catalyst is C1COCC1. The product is [Cl:2][C:3]1[CH:28]=[CH:27][CH:26]=[CH:25][C:4]=1[CH:5]=[CH:47][C:43]1[N:42]([CH2:41][CH2:40][CH2:39][O:38][CH3:37])[CH:46]=[CH:45][CH:44]=1. The yield is 0.980. (3) The reactants are C[O:2][C:3]1[CH:4]=[C:5]2[C:11]([C:12]3[CH:13]=[N:14][NH:15][CH:16]=3)=[CH:10][NH:9][C:6]2=[N:7][CH:8]=1.B(Br)(Br)Br. The catalyst is C(Cl)Cl. The product is [NH:14]1[CH:13]=[C:12]([C:11]2[C:5]3[C:6](=[N:7][CH:8]=[C:3]([OH:2])[CH:4]=3)[NH:9][CH:10]=2)[CH:16]=[N:15]1. The yield is 0.390. (4) The reactants are [CH3:1][N:2]1[C:6]([CH:7]([CH3:10])[CH2:8][NH2:9])=[CH:5][N:4]=[C:3]1[C:11]1[CH:16]=[CH:15][CH:14]=[CH:13][CH:12]=1.[F:17][C:18]([F:34])([F:33])[C:19]1[O:23][N:22]=[C:21]([C:24]2[CH:25]=[N:26][CH:27]=[C:28]([CH:32]=2)[C:29](O)=[O:30])[N:20]=1. No catalyst specified. The product is [CH3:1][N:2]1[C:6]([CH:7]([CH3:10])[CH2:8][NH:9][C:29](=[O:30])[C:28]2[CH:32]=[C:24]([C:21]3[N:20]=[C:19]([C:18]([F:34])([F:33])[F:17])[O:23][N:22]=3)[CH:25]=[N:26][CH:27]=2)=[CH:5][N:4]=[C:3]1[C:11]1[CH:16]=[CH:15][CH:14]=[CH:13][CH:12]=1. The yield is 0.280.